From a dataset of Reaction yield outcomes from USPTO patents with 853,638 reactions. Predict the reaction yield, written as a fraction of the theoretical maximum amount of product (1.0 means a 100% yield; for example, 0.34 means a 34% yield). (1) The reactants are [O:1]1[CH2:6][CH2:5][O:4][C:3]2[CH:7]=[C:8]([C@@H:11]3[C@H:15]4[C:16](=[O:26])[O:17][CH2:18][C@H:19]([C:20]5[CH:25]=[CH:24][CH:23]=[CH:22][CH:21]=5)[N:14]4[C@H](C4C=CC5OCCOC=5C=4)[O:12]3)[CH:9]=[CH:10][C:2]1=2.[NH:37]1[CH2:41][CH2:40][CH2:39][CH2:38]1. The catalyst is ClCCl. The product is [O:1]1[CH2:6][CH2:5][O:4][C:3]2[CH:7]=[C:8]([C@@H:11]([OH:12])[C@H:15]([NH:14][CH:19]([C:20]3[CH:21]=[CH:22][CH:23]=[CH:24][CH:25]=3)[CH2:18][OH:17])[C:16]([N:37]3[CH2:41][CH2:40][CH2:39][CH2:38]3)=[O:26])[CH:9]=[CH:10][C:2]1=2. The yield is 0.750. (2) The reactants are [CH2:1]1[C:5]2([CH2:10][CH2:9][O:8][CH2:7][CH2:6]2)[CH2:4][C@@H:3]([C:11]([O:13]CC)=[O:12])[N:2]1[C:16]([O:18][CH2:19][C:20]1[CH:25]=[CH:24][CH:23]=[CH:22][CH:21]=1)=[O:17].O.[OH-].[Li+].Cl. The catalyst is C1COCC1.O.CO. The product is [C:20]1([CH2:19][O:18][C:16]([N:2]2[C@H:3]([C:11]([OH:13])=[O:12])[CH2:4][C:5]3([CH2:10][CH2:9][O:8][CH2:7][CH2:6]3)[CH2:1]2)=[O:17])[CH:25]=[CH:24][CH:23]=[CH:22][CH:21]=1. The yield is 1.00. (3) The reactants are C(OC(=O)[NH:7][C@H:8]([C:24]([C:26]1[S:27][C:28]2[CH:34]=[CH:33][CH:32]=[CH:31][C:29]=2[N:30]=1)=[O:25])[CH2:9][CH2:10][CH2:11][CH2:12][NH:13][C:14]([O:16][CH2:17][C:18]1[CH:23]=[CH:22][CH:21]=[CH:20][CH:19]=1)=[O:15])(C)(C)C.[ClH:36].CC(=O)OCC. The catalyst is CC(=O)OCC. The product is [ClH:36].[CH2:17]([O:16][C:14](=[O:15])[NH:13][CH2:12][CH2:11][CH2:10][CH2:9][C@H:8]([NH2:7])[C:24]([C:26]1[S:27][C:28]2[CH:34]=[CH:33][CH:32]=[CH:31][C:29]=2[N:30]=1)=[O:25])[C:18]1[CH:23]=[CH:22][CH:21]=[CH:20][CH:19]=1. The yield is 0.796. (4) The reactants are [C:1]([C:3]1[CH:8]=[CH:7][C:6](B(O)O)=[C:5]([CH3:12])[CH:4]=1)#[N:2].N[C@H]1CC[CH2:17][CH2:16][C@@H:15]1[OH:20].C[Si]([N-][Si](C)(C)C)(C)C.[Na+].IC1COC1. The catalyst is C(O)(C)C.C(O)C.[Ni](I)I. The product is [CH3:12][C:5]1[CH:4]=[C:3]([CH:8]=[CH:7][C:6]=1[CH:16]1[CH2:15][O:20][CH2:17]1)[C:1]#[N:2]. The yield is 0.650. (5) The reactants are I[C:2]1[CH:12]=[CH:11][C:5]([C:6]([O:8][CH2:9][CH3:10])=[O:7])=[CH:4][CH:3]=1.[Cl-].[Li+].C([Mg]Cl)(C)C.[CH3:20][CH:21]([CH3:25])[CH2:22][CH:23]=[O:24]. The catalyst is O1CCCC1. The product is [OH:24][CH:23]([C:2]1[CH:12]=[CH:11][C:5]([C:6]([O:8][CH2:9][CH3:10])=[O:7])=[CH:4][CH:3]=1)[CH2:22][CH:21]([CH3:25])[CH3:20]. The yield is 0.930. (6) The catalyst is CCOC(C)=O.CN(C=O)C. The reactants are [CH:1]1([N:7]([CH:19]2[CH2:24][CH2:23][CH2:22][CH2:21][CH2:20]2)[C:8](=[O:18])[NH:9][C:10]2[S:11][C:12]([C:15]([OH:17])=O)=[CH:13][N:14]=2)[CH2:6][CH2:5][CH2:4][CH2:3][CH2:2]1.[C:25]([O:29][C:30]([N:32]1[CH2:37][CH2:36][NH:35][CH2:34][CH2:33]1)=[O:31])([CH3:28])([CH3:27])[CH3:26].CN(C(ON1N=NC2C=CC=CC1=2)=[N+](C)C)C.F[P-](F)(F)(F)(F)F.CCN(C(C)C)C(C)C. The product is [C:25]([O:29][C:30]([N:32]1[CH2:37][CH2:36][N:35]([C:15]([C:12]2[S:11][C:10]([NH:9][C:8]([N:7]([CH:1]3[CH2:6][CH2:5][CH2:4][CH2:3][CH2:2]3)[CH:19]3[CH2:20][CH2:21][CH2:22][CH2:23][CH2:24]3)=[O:18])=[N:14][CH:13]=2)=[O:17])[CH2:34][CH2:33]1)=[O:31])([CH3:28])([CH3:26])[CH3:27]. The yield is 0.720.